This data is from Full USPTO retrosynthesis dataset with 1.9M reactions from patents (1976-2016). The task is: Predict the reactants needed to synthesize the given product. The reactants are: Cl[C:2]1[N:7]=[CH:6][N:5]=[C:4]([NH:8][CH2:9][CH3:10])[CH:3]=1.[CH3:11][N:12]1[CH2:17][CH2:16][N:15]([C:18]2[CH:24]=[CH:23][C:21]([NH2:22])=[CH:20][CH:19]=2)[CH2:14][CH2:13]1. Given the product [CH2:9]([NH:8][C:4]1[CH:3]=[C:2]([NH:22][C:21]2[CH:20]=[CH:19][C:18]([N:15]3[CH2:14][CH2:13][N:12]([CH3:11])[CH2:17][CH2:16]3)=[CH:24][CH:23]=2)[N:7]=[CH:6][N:5]=1)[CH3:10], predict the reactants needed to synthesize it.